This data is from Forward reaction prediction with 1.9M reactions from USPTO patents (1976-2016). The task is: Predict the product of the given reaction. (1) Given the reactants [C:1]([C:5]1[O:6][CH:7]=[C:8]([CH2:10]Cl)[N:9]=1)([CH3:4])([CH3:3])[CH3:2].[P:12]([O:19]CC)([O:16][CH2:17][CH3:18])[O:13][CH2:14][CH3:15].C(OCC)(=O)C, predict the reaction product. The product is: [C:1]([C:5]1[O:6][CH:7]=[C:8]([CH2:10][P:12](=[O:19])([O:16][CH2:17][CH3:18])[O:13][CH2:14][CH3:15])[N:9]=1)([CH3:4])([CH3:3])[CH3:2]. (2) Given the reactants [F:1][C:2]1[CH:7]=[CH:6][C:5]([N:8]2[CH2:13][CH2:12][N:11]([S:14]([C:17]3[CH:22]=[CH:21][CH:20]=[C:19]([N:23]4[CH2:28][CH2:27][NH:26][CH2:25][CH2:24]4)[CH:18]=3)(=[O:16])=[O:15])[C@H:10]([CH3:29])[CH2:9]2)=[C:4]([C:30]([F:33])([F:32])[F:31])[CH:3]=1.[CH3:34][CH:35]=O.CC(O)=O.[BH3-]C#N.[Na+], predict the reaction product. The product is: [CH2:34]([N:26]1[CH2:27][CH2:28][N:23]([C:19]2[CH:18]=[C:17]([S:14]([N:11]3[CH2:12][CH2:13][N:8]([C:5]4[CH:6]=[CH:7][C:2]([F:1])=[CH:3][C:4]=4[C:30]([F:31])([F:33])[F:32])[CH2:9][C@H:10]3[CH3:29])(=[O:16])=[O:15])[CH:22]=[CH:21][CH:20]=2)[CH2:24][CH2:25]1)[CH3:35]. (3) Given the reactants [Cl:1][C:2]1[CH:3]=[CH:4][C:5]([NH:8][C:9](=[O:38])[C:10]2[CH:15]=[CH:14][CH:13]=[C:12]([OH:16])[C:11]=2[NH:17][C:18](=[O:37])[C:19]2[CH:24]=[CH:23][C:22]([CH:25]3[CH2:30][CH2:29][CH2:28][N:27]([CH2:31][CH2:32][N:33]([CH3:35])[CH3:34])[C:26]3=[O:36])=[CH:21][CH:20]=2)=[N:6][CH:7]=1.C(OO)(=[O:41])C.C(=O)([O-])O.[Na+], predict the reaction product. The product is: [Cl:1][C:2]1[CH:3]=[CH:4][C:5]([NH:8][C:9](=[O:38])[C:10]2[CH:15]=[CH:14][CH:13]=[C:12]([OH:16])[C:11]=2[NH:17][C:18](=[O:37])[C:19]2[CH:24]=[CH:23][C:22]([CH:25]3[CH2:30][CH2:29][CH2:28][N:27]([CH2:31][CH2:32][N+:33]([CH3:35])([CH3:34])[O-:41])[C:26]3=[O:36])=[CH:21][CH:20]=2)=[N:6][CH:7]=1. (4) Given the reactants [Cl:1][C:2]1[CH:3]=[CH:4][CH:5]=[C:6]2[C:10]=1[NH:9][C:8](=[O:11])[CH2:7]2.[C:12]1([CH:22]=O)[C:21]2[C:15]([CH:16]=[CH:17][CH:18]=[CH:19][CH:20]=2)=[CH:14][CH:13]=1.N1CCCC1, predict the reaction product. The product is: [C:12]1(/[CH:22]=[C:7]2\[C:8](=[O:11])[NH:9][C:10]3[C:6]\2=[CH:5][CH:4]=[CH:3][C:2]=3[Cl:1])[C:21]2[C:15]([CH:16]=[CH:17][CH:18]=[CH:19][CH:20]=2)=[CH:14][CH:13]=1. (5) Given the reactants [C:1]([O:5][C:6](=[O:38])[C@@H:7]([NH:9][C:10]([C:12]1[N:16]2[C@@:17]([CH2:30][C:31]3[CH:36]=[CH:35][C:34](Br)=[CH:33][CH:32]=3)([CH3:29])[C:18](=[O:28])[N:19]([C:20]3[CH:25]=[C:24]([Cl:26])[CH:23]=[C:22]([Cl:27])[CH:21]=3)[C:15]2=[N:14][CH:13]=1)=[O:11])[CH3:8])([CH3:4])([CH3:3])[CH3:2].[F:39][C:40]1[CH:45]=[CH:44][C:43](B(O)O)=[CH:42][CH:41]=1.C([O-])([O-])=O.[K+].[K+], predict the reaction product. The product is: [C:1]([O:5][C:6](=[O:38])[C@@H:7]([NH:9][C:10]([C:12]1[N:16]2[C@@:17]([CH2:30][C:31]3[CH:36]=[CH:35][C:34]([C:43]4[CH:44]=[CH:45][C:40]([F:39])=[CH:41][CH:42]=4)=[CH:33][CH:32]=3)([CH3:29])[C:18](=[O:28])[N:19]([C:20]3[CH:25]=[C:24]([Cl:26])[CH:23]=[C:22]([Cl:27])[CH:21]=3)[C:15]2=[N:14][CH:13]=1)=[O:11])[CH3:8])([CH3:4])([CH3:3])[CH3:2]. (6) The product is: [NH2:15][C:10]1[N:11]=[C:12]([CH3:14])[N:13]=[C:8]([C:7]2[C:2]([NH:24][C:25]3[CH:26]=[C:27]([NH:32][S:33]([CH3:36])(=[O:35])=[O:34])[C:28]([Cl:31])=[N:29][CH:30]=3)=[N:3][CH:4]=[C:5]([CH:16]([N:18]3[CH2:23][CH2:22][O:21][CH2:20][CH2:19]3)[CH3:17])[CH:6]=2)[N:9]=1. Given the reactants F[C:2]1[C:7]([C:8]2[N:13]=[C:12]([CH3:14])[N:11]=[C:10]([NH2:15])[N:9]=2)=[CH:6][C:5]([CH:16]([N:18]2[CH2:23][CH2:22][O:21][CH2:20][CH2:19]2)[CH3:17])=[CH:4][N:3]=1.[NH2:24][C:25]1[CH:26]=[C:27]([NH:32][S:33]([CH3:36])(=[O:35])=[O:34])[C:28]([Cl:31])=[N:29][CH:30]=1.C[Si]([N-][Si](C)(C)C)(C)C.[Na+].C1COCC1, predict the reaction product. (7) Given the reactants [NH:1]1[CH2:6][CH2:5][CH2:4][NH:3][C:2]1=[O:7].C(=O)([O-])[O-].[K+].[K+].[I-].[K+].[N+:16]([C:19]1[CH:26]=[CH:25][C:22]([CH2:23]Br)=[CH:21][CH:20]=1)([O-:18])=[O:17], predict the reaction product. The product is: [N+:16]([C:19]1[CH:26]=[CH:25][C:22]([CH2:23][N:1]2[CH2:6][CH2:5][CH2:4][NH:3][C:2]2=[O:7])=[CH:21][CH:20]=1)([O-:18])=[O:17].